Dataset: Peptide-MHC class I binding affinity with 185,985 pairs from IEDB/IMGT. Task: Regression. Given a peptide amino acid sequence and an MHC pseudo amino acid sequence, predict their binding affinity value. This is MHC class I binding data. (1) The peptide sequence is SSWNSAHEK. The MHC is HLA-A02:12 with pseudo-sequence HLA-A02:12. The binding affinity (normalized) is 0.0847. (2) The peptide sequence is AHYEEDVNL. The MHC is HLA-A01:01 with pseudo-sequence HLA-A01:01. The binding affinity (normalized) is 0.0847. (3) The peptide sequence is SRTPSGKRL. The MHC is HLA-A68:02 with pseudo-sequence HLA-A68:02. The binding affinity (normalized) is 0.257. (4) The peptide sequence is FVYFVETLA. The MHC is HLA-A68:02 with pseudo-sequence HLA-A68:02. The binding affinity (normalized) is 0.744. (5) The peptide sequence is LILLECFV. The MHC is H-2-Kb with pseudo-sequence H-2-Kb. The binding affinity (normalized) is 0.224. (6) The MHC is HLA-A02:01 with pseudo-sequence HLA-A02:01. The peptide sequence is FLYDRLAST. The binding affinity (normalized) is 0.694. (7) The peptide sequence is IPDELIDVL. The MHC is HLA-B35:01 with pseudo-sequence HLA-B35:01. The binding affinity (normalized) is 0.487. (8) The peptide sequence is HIMLVSLDTV. The MHC is HLA-B08:01 with pseudo-sequence HLA-B08:01. The binding affinity (normalized) is 0.0374.